From a dataset of NCI-60 drug combinations with 297,098 pairs across 59 cell lines. Regression. Given two drug SMILES strings and cell line genomic features, predict the synergy score measuring deviation from expected non-interaction effect. (1) Drug 1: C1C(C(OC1N2C=NC3=C2NC=NCC3O)CO)O. Drug 2: B(C(CC(C)C)NC(=O)C(CC1=CC=CC=C1)NC(=O)C2=NC=CN=C2)(O)O. Cell line: HL-60(TB). Synergy scores: CSS=63.0, Synergy_ZIP=-3.49, Synergy_Bliss=0.225, Synergy_Loewe=-0.411, Synergy_HSA=-0.189. (2) Drug 1: C1=C(C(=O)NC(=O)N1)N(CCCl)CCCl. Drug 2: C1=NC2=C(N1)C(=S)N=C(N2)N. Cell line: M14. Synergy scores: CSS=48.4, Synergy_ZIP=-2.99, Synergy_Bliss=-0.686, Synergy_Loewe=2.17, Synergy_HSA=3.00. (3) Drug 1: CC1OCC2C(O1)C(C(C(O2)OC3C4COC(=O)C4C(C5=CC6=C(C=C35)OCO6)C7=CC(=C(C(=C7)OC)O)OC)O)O. Drug 2: C1=CN(C(=O)N=C1N)C2C(C(C(O2)CO)O)O.Cl. Cell line: SK-MEL-28. Synergy scores: CSS=25.6, Synergy_ZIP=-0.462, Synergy_Bliss=2.00, Synergy_Loewe=0.357, Synergy_HSA=4.84. (4) Drug 1: C1=NNC2=C1C(=O)NC=N2. Drug 2: COCCOC1=C(C=C2C(=C1)C(=NC=N2)NC3=CC=CC(=C3)C#C)OCCOC.Cl. Cell line: OVCAR-4. Synergy scores: CSS=4.30, Synergy_ZIP=-3.52, Synergy_Bliss=-1.16, Synergy_Loewe=-1.77, Synergy_HSA=-0.392. (5) Drug 1: CC1OCC2C(O1)C(C(C(O2)OC3C4COC(=O)C4C(C5=CC6=C(C=C35)OCO6)C7=CC(=C(C(=C7)OC)O)OC)O)O. Drug 2: CC1CCCC2(C(O2)CC(NC(=O)CC(C(C(=O)C(C1O)C)(C)C)O)C(=CC3=CSC(=N3)C)C)C. Cell line: NCI-H322M. Synergy scores: CSS=4.98, Synergy_ZIP=-1.40, Synergy_Bliss=-0.936, Synergy_Loewe=-1.43, Synergy_HSA=-0.962.